This data is from Reaction yield outcomes from USPTO patents with 853,638 reactions. The task is: Predict the reaction yield, written as a fraction of the theoretical maximum amount of product (1.0 means a 100% yield; for example, 0.34 means a 34% yield). (1) The reactants are [C:1]([O:5][C:6]([N:8]([C:16]1[C:21]([C:22]#[C:23][Si](C)(C)C)=[N:20][C:19]([C:28]2[CH:33]=[CH:32][C:31]([S:34]([CH:37]([CH3:39])[CH3:38])(=[O:36])=[O:35])=[CH:30][CH:29]=2)=[CH:18][N:17]=1)[C:9](=[O:15])[O:10][C:11]([CH3:14])([CH3:13])[CH3:12])=[O:7])([CH3:4])([CH3:3])[CH3:2].C(=O)([O-])[O-].[Na+].[Na+]. The catalyst is CO. The product is [C:1]([O:5][C:6]([N:8]([C:16]1[C:21]([C:22]#[CH:23])=[N:20][C:19]([C:28]2[CH:29]=[CH:30][C:31]([S:34]([CH:37]([CH3:39])[CH3:38])(=[O:36])=[O:35])=[CH:32][CH:33]=2)=[CH:18][N:17]=1)[C:9](=[O:15])[O:10][C:11]([CH3:13])([CH3:14])[CH3:12])=[O:7])([CH3:2])([CH3:3])[CH3:4]. The yield is 0.890. (2) The reactants are [F:1][C:2]1[CH:7]=[C:6](I)[CH:5]=[CH:4][C:3]=1[N:9]1[CH:14]=[C:13]([O:15][CH3:16])[C:12](=[O:17])[C:11]([C:18]([N:20]([O:22][CH3:23])[CH3:21])=[O:19])=[N:10]1.[NH:24]1[CH:28]=[CH:27][CH:26]=[N:25]1.C(=NO)C1C(=CC=CC=1)O.C([O-])([O-])=O.[Cs+].[Cs+]. The catalyst is CC#N.O. The product is [F:1][C:2]1[CH:7]=[C:6]([N:24]2[CH:28]=[CH:27][CH:26]=[N:25]2)[CH:5]=[CH:4][C:3]=1[N:9]1[CH:14]=[C:13]([O:15][CH3:16])[C:12](=[O:17])[C:11]([C:18]([N:20]([O:22][CH3:23])[CH3:21])=[O:19])=[N:10]1. The yield is 0.250. (3) The reactants are [Cl:1][C:2]1[CH:3]=[C:4]([NH:9][C:10]2[C:19]3[C:14](=[CH:15][C:16]([O:22][CH2:23][C:24]#[N:25])=[C:17]([O:20][CH3:21])[CH:18]=3)[N:13]=[CH:12][N:11]=2)[CH:5]=[CH:6][C:7]=1[Cl:8].[NH2:26][OH:27]. The catalyst is CCO. The product is [Cl:1][C:2]1[CH:3]=[C:4]([NH:9][C:10]2[C:19]3[C:14](=[CH:15][C:16]([O:22][CH2:23][C:24](=[NH:25])[NH:26][OH:27])=[C:17]([O:20][CH3:21])[CH:18]=3)[N:13]=[CH:12][N:11]=2)[CH:5]=[CH:6][C:7]=1[Cl:8]. The yield is 0.900. (4) The reactants are [Cl:1][C:2]1[N:7]=[C:6]([N:8]2[CH2:13][CH2:12][O:11][CH2:10][C@H:9]2[CH3:14])[CH:5]=[C:4]([CH2:15][S:16]([CH:19]2[CH2:21][CH2:20]2)(=[O:18])=[O:17])[N:3]=1.[H-].[Na+].Cl.[CH2:25]([N:32]([CH2:36][CH2:37]Cl)[CH2:33][CH2:34]Cl)[C:26]1[CH:31]=[CH:30][CH:29]=[CH:28][CH:27]=1. The catalyst is CN1C(=O)CCC1.[Br-].C([N+](CCCC)(CCCC)CCCC)CCC. The product is [CH2:25]([N:32]1[CH2:36][CH2:37][C:15]([C:4]2[N:3]=[C:2]([Cl:1])[N:7]=[C:6]([N:8]3[CH2:13][CH2:12][O:11][CH2:10][C@H:9]3[CH3:14])[CH:5]=2)([S:16]([CH:19]2[CH2:21][CH2:20]2)(=[O:18])=[O:17])[CH2:34][CH2:33]1)[C:26]1[CH:31]=[CH:30][CH:29]=[CH:28][CH:27]=1. The yield is 0.760. (5) The reactants are ClC1C=CC(C(C2C=CC(Cl)=CC=2)=O)=CC=1.C([O-])([O-])=O.[K+].[K+].[N+]([C:26]1[CH:27]=[C:28]([C:34]#[N:35])[C:29](=[CH:32][CH:33]=1)[C:30]#[N:31])([O-])=O.Cl. The catalyst is C1(C)C=CC=CC=1.CS(C)=O. The product is [C:34](#[N:35])[C:28]1[C:29](=[CH:32][CH:33]=[CH:26][CH:27]=1)[C:30]#[N:31]. The yield is 0.970. (6) The reactants are [NH2:1][C:2]1[CH:3]=[N:4][N:5]([CH3:22])[C:6]=1[N:7]1[CH2:13][CH2:12][CH:11]([F:14])[CH:10]([NH:15]C(=O)C(F)(F)F)[CH2:9][CH2:8]1.C(OC([NH:30][C:31]1[S:35][C:34]([C:36]2[CH:41]=[CH:40][CH:39]=[CH:38][N:37]=2)=[N:33][C:32]=1[C:42](O)=[O:43])=O)(C)(C)C. No catalyst specified. The product is [NH2:30][C:31]1[S:35][C:34]([C:36]2[CH:41]=[CH:40][CH:39]=[CH:38][N:37]=2)=[N:33][C:32]=1[C:42]([NH:1][C:2]1[CH:3]=[N:4][N:5]([CH3:22])[C:6]=1[N:7]1[CH2:13][CH2:12][C@@H:11]([F:14])[C@@H:10]([NH2:15])[CH2:9][CH2:8]1)=[O:43]. The yield is 0.680.